Dataset: Reaction yield outcomes from USPTO patents with 853,638 reactions. Task: Predict the reaction yield, written as a fraction of the theoretical maximum amount of product (1.0 means a 100% yield; for example, 0.34 means a 34% yield). The reactants are Cl[C:2]1[C:7]([N+:8]([O-:10])=[O:9])=[CH:6][N:5]=[C:4]([C:11]2[CH:16]=[CH:15][CH:14]=[CH:13][N:12]=2)[N:3]=1.[CH:17]1([C:20]2[NH:24][N:23]=[C:22]([NH2:25])[CH:21]=2)[CH2:19][CH2:18]1. The catalyst is C(O)CCC. The product is [CH:17]1([C:20]2[NH:24][N:23]=[C:22]([NH:25][C:2]3[C:7]([N+:8]([O-:10])=[O:9])=[CH:6][N:5]=[C:4]([C:11]4[CH:16]=[CH:15][CH:14]=[CH:13][N:12]=4)[N:3]=3)[CH:21]=2)[CH2:19][CH2:18]1. The yield is 0.790.